This data is from Full USPTO retrosynthesis dataset with 1.9M reactions from patents (1976-2016). The task is: Predict the reactants needed to synthesize the given product. (1) Given the product [F:33][C:30]1[CH:29]=[CH:28][C:27]([N:24]2[C:20]3[CH:21]=[N:22][CH:23]=[C:18]([C:16]([NH:15][C@H:11]([C:9]4[CH:8]=[CH:7][N:6]=[C:5]([S:2]([CH3:1])(=[O:4])=[O:3])[CH:10]=4)[CH2:12][C:13]([OH:40])=[O:14])=[O:17])[C:19]=3[CH:26]=[N:25]2)=[CH:32][CH:31]=1, predict the reactants needed to synthesize it. The reactants are: [CH3:1][S:2]([C:5]1[CH:10]=[C:9]([C@@H:11]([NH:15][C:16]([C:18]2[C:19]3[CH:26]=[N:25][N:24]([C:27]4[CH:32]=[CH:31][C:30]([F:33])=[CH:29][CH:28]=4)[C:20]=3[CH:21]=[N:22][CH:23]=2)=[O:17])[CH2:12][CH:13]=[O:14])[CH:8]=[CH:7][N:6]=1)(=[O:4])=[O:3].CC(=CC)C.Cl([O-])=[O:40].[Na+].O.P([O-])(O)(O)=O.[Na+]. (2) Given the product [CH3:22][O:21][C:19]([N:10]1[CH2:11][CH2:12][CH:13]([C:15]([OH:17])=[O:16])[CH2:14][CH:9]1[CH2:8][C:7]1[CH:6]=[CH:5][C:4]([O:3][C:2]([F:25])([F:26])[F:1])=[CH:24][CH:23]=1)=[O:20], predict the reactants needed to synthesize it. The reactants are: [F:1][C:2]([F:26])([F:25])[O:3][C:4]1[CH:24]=[CH:23][C:7]([CH2:8][CH:9]2[CH2:14][CH:13]([C:15]([O:17]C)=[O:16])[CH2:12][CH2:11][N:10]2[C:19]([O:21][CH3:22])=[O:20])=[CH:6][CH:5]=1.[Br-].[Li+].C(N(CC)CC)C.CC(OC)(C)C. (3) Given the product [F:32][C:26]1[C:27]([F:31])=[CH:28][CH:29]=[CH:30][C:25]=1[C:23]1[N:24]=[C:19]2[CH:18]=[N:17][N:16]([CH2:15][C:13]3[O:12][N:11]=[C:10]([C:6]4[CH:5]=[C:4]([CH:9]=[CH:8][CH:7]=4)[C:3]([OH:33])=[O:2])[CH:14]=3)[CH:21]=[C:20]2[N:22]=1, predict the reactants needed to synthesize it. The reactants are: C[O:2][C:3](=[O:33])[C:4]1[CH:9]=[CH:8][CH:7]=[C:6]([C:10]2[CH:14]=[C:13]([CH2:15][N:16]3[CH:21]=[C:20]4[N:22]=[C:23]([C:25]5[CH:30]=[CH:29][CH:28]=[C:27]([F:31])[C:26]=5[F:32])[N:24]=[C:19]4[CH:18]=[N:17]3)[O:12][N:11]=2)[CH:5]=1.